From a dataset of Full USPTO retrosynthesis dataset with 1.9M reactions from patents (1976-2016). Predict the reactants needed to synthesize the given product. (1) Given the product [Br:1][C:2]1[CH:3]=[CH:4][C:5]([CH2:9][CH3:10])=[CH:6][CH:7]=1, predict the reactants needed to synthesize it. The reactants are: [Br:1][C:2]1[CH:3]=[CH:4][C:5]([C:9](C)(C)[CH3:10])=[C:6](O)[CH:7]=1.C1C=CC=CC=1.CC(C)([O-])C.[K+].BrC1C=CC(CC)=CC=1[N+]([O-])=O. (2) Given the product [F:12][C:9]([F:10])([F:11])[C:8]([C:4]1[CH:3]=[C:2]([CH3:1])[CH:7]=[CH:6][N:5]=1)([OH:13])[CH3:18], predict the reactants needed to synthesize it. The reactants are: [CH3:1][C:2]1[CH:7]=[CH:6][N:5]=[C:4]([C:8]([CH3:18])([O:13][Si](C)(C)C)[C:9]([F:12])([F:11])[F:10])[CH:3]=1.C([O-])([O-])=O.[K+].[K+]. (3) Given the product [CH2:1]([N:8]1[CH2:9][CH:10]2[C:15]([C:17]3[CH:18]=[C:19]([CH:22]=[CH:23][CH:24]=3)[C:20]([NH2:21])=[O:26])([OH:16])[CH:13]([CH2:12][CH2:11]2)[CH2:14]1)[C:2]1[CH:3]=[CH:4][CH:5]=[CH:6][CH:7]=1, predict the reactants needed to synthesize it. The reactants are: [CH2:1]([N:8]1[CH2:14][CH:13]2[C:15]([C:17]3[CH:18]=[C:19]([CH:22]=[CH:23][CH:24]=3)[C:20]#[N:21])([OH:16])[CH:10]([CH2:11][CH2:12]2)[CH2:9]1)[C:2]1[CH:7]=[CH:6][CH:5]=[CH:4][CH:3]=1.C(=O)([O-])[O-:26].[K+].[K+].OO.